This data is from Full USPTO retrosynthesis dataset with 1.9M reactions from patents (1976-2016). The task is: Predict the reactants needed to synthesize the given product. Given the product [F:25][C:23]1[CH:22]=[C:4]([CH:3]=[C:2]([F:1])[CH:24]=1)[CH2:5][C@H:6]1[CH2:11][C@@H:10]([C:12]2[O:16][NH:15][C:14](=[O:17])[CH:13]=2)[CH2:9][CH2:8][NH:7]1, predict the reactants needed to synthesize it. The reactants are: [F:1][C:2]1[CH:3]=[C:4]([CH:22]=[C:23]([F:25])[CH:24]=1)[CH2:5][C@H:6]1[CH2:11][C@@H:10]([C:12]2[O:16][NH:15][C:14](=[O:17])[CH:13]=2)[CH2:9][CH2:8][N:7]1C(OC)=O.Br.